The task is: Regression. Given two drug SMILES strings and cell line genomic features, predict the synergy score measuring deviation from expected non-interaction effect.. This data is from NCI-60 drug combinations with 297,098 pairs across 59 cell lines. (1) Drug 1: C1=CC(=CC=C1CCCC(=O)O)N(CCCl)CCCl. Drug 2: CC1=C2C(C(=O)C3(C(CC4C(C3C(C(C2(C)C)(CC1OC(=O)C(C(C5=CC=CC=C5)NC(=O)C6=CC=CC=C6)O)O)OC(=O)C7=CC=CC=C7)(CO4)OC(=O)C)O)C)OC(=O)C. Cell line: BT-549. Synergy scores: CSS=30.7, Synergy_ZIP=-11.1, Synergy_Bliss=-9.09, Synergy_Loewe=-18.3, Synergy_HSA=-4.81. (2) Drug 1: CC1=C(C=C(C=C1)C(=O)NC2=CC(=CC(=C2)C(F)(F)F)N3C=C(N=C3)C)NC4=NC=CC(=N4)C5=CN=CC=C5. Drug 2: CC1=C(C(=CC=C1)Cl)NC(=O)C2=CN=C(S2)NC3=CC(=NC(=N3)C)N4CCN(CC4)CCO. Cell line: MOLT-4. Synergy scores: CSS=-0.467, Synergy_ZIP=3.14, Synergy_Bliss=4.41, Synergy_Loewe=-12.2, Synergy_HSA=-5.38. (3) Drug 1: CCCCCOC(=O)NC1=NC(=O)N(C=C1F)C2C(C(C(O2)C)O)O. Drug 2: N.N.Cl[Pt+2]Cl. Cell line: LOX IMVI. Synergy scores: CSS=54.1, Synergy_ZIP=-2.28, Synergy_Bliss=-1.73, Synergy_Loewe=1.27, Synergy_HSA=2.59. (4) Drug 1: CN1C(=O)N2C=NC(=C2N=N1)C(=O)N. Drug 2: CC1=C(C(=CC=C1)Cl)NC(=O)C2=CN=C(S2)NC3=CC(=NC(=N3)C)N4CCN(CC4)CCO. Cell line: SF-268. Synergy scores: CSS=-2.88, Synergy_ZIP=3.09, Synergy_Bliss=6.19, Synergy_Loewe=-3.64, Synergy_HSA=-1.09.